This data is from Merck oncology drug combination screen with 23,052 pairs across 39 cell lines. The task is: Regression. Given two drug SMILES strings and cell line genomic features, predict the synergy score measuring deviation from expected non-interaction effect. Synergy scores: synergy=14.0. Cell line: NCIH2122. Drug 1: CN1C(=O)C=CC2(C)C3CCC4(C)C(NC(=O)OCC(F)(F)F)CCC4C3CCC12. Drug 2: NC(=O)c1cccc2cn(-c3ccc(C4CCCNC4)cc3)nc12.